Dataset: Full USPTO retrosynthesis dataset with 1.9M reactions from patents (1976-2016). Task: Predict the reactants needed to synthesize the given product. (1) Given the product [CH2:1]([C:5]1[CH:6]=[CH:7][C:8]([C:11]#[C:12][C:13]2[CH:14]=[CH:15][C:16]([CH2:17][N:18]([C:32](=[O:38])[CH2:33][CH2:34][CH2:35][CH2:36][CH3:37])[C:19]3[CH:20]=[CH:21][C:22]([C:23]([O:25][CH2:26][CH3:27])=[O:24])=[CH:28][CH:29]=3)=[CH:30][CH:31]=2)=[CH:9][CH:10]=1)[CH2:2][CH2:3][CH3:4], predict the reactants needed to synthesize it. The reactants are: [CH2:1]([C:5]1[CH:10]=[CH:9][C:8]([C:11]#[C:12][C:13]2[CH:31]=[CH:30][C:16]([CH2:17][NH:18][C:19]3[CH:29]=[CH:28][C:22]([C:23]([O:25][CH2:26][CH3:27])=[O:24])=[CH:21][CH:20]=3)=[CH:15][CH:14]=2)=[CH:7][CH:6]=1)[CH2:2][CH2:3][CH3:4].[C:32](Cl)(=[O:38])[CH2:33][CH2:34][CH2:35][CH2:36][CH3:37]. (2) Given the product [CH2:12]([O:11][C:9]([C:8]1[CH:2]=[C:1]([C:3]2([CH3:6])[CH2:5][CH2:4]2)[O:15][N:14]=1)=[O:10])[CH3:13], predict the reactants needed to synthesize it. The reactants are: [C:1]([C:3]1([CH3:6])[CH2:5][CH2:4]1)#[CH:2].Cl/[C:8](=[N:14]\[OH:15])/[C:9]([O:11][CH2:12][CH3:13])=[O:10].C(N(CC)CC)C. (3) Given the product [CH:19]1([CH2:25][C:26]([NH:1][N:2]2[N:11]=[C:10]([N:12]3[CH2:17][CH2:16][O:15][CH2:14][CH2:13]3)[C:9]3[C:4](=[CH:5][CH:6]=[CH:7][CH:8]=3)[C:3]2=[O:18])=[O:27])[CH2:24][CH2:23][CH2:22][CH2:21][CH2:20]1, predict the reactants needed to synthesize it. The reactants are: [NH2:1][N:2]1[N:11]=[C:10]([N:12]2[CH2:17][CH2:16][O:15][CH2:14][CH2:13]2)[C:9]2[C:4](=[CH:5][CH:6]=[CH:7][CH:8]=2)[C:3]1=[O:18].[CH:19]1([CH2:25][C:26](O)=[O:27])[CH2:24][CH2:23][CH2:22][CH2:21][CH2:20]1.